Dataset: Catalyst prediction with 721,799 reactions and 888 catalyst types from USPTO. Task: Predict which catalyst facilitates the given reaction. Reactant: C(O)(=O)C.[N:5]1[CH:10]=[CH:9][C:8]([N:11]2[CH2:16][CH2:15][C:14](=O)[CH2:13][CH2:12]2)=[CH:7][CH:6]=1.Cl.CN.[BH3-][C:22]#[N:23].[Na+]. Product: [CH3:22][NH:23][CH:14]1[CH2:15][CH2:16][N:11]([C:8]2[CH:9]=[CH:10][N:5]=[CH:6][CH:7]=2)[CH2:12][CH2:13]1. The catalyst class is: 5.